From a dataset of Catalyst prediction with 721,799 reactions and 888 catalyst types from USPTO. Predict which catalyst facilitates the given reaction. (1) Reactant: Cl.[CH:2]1([CH2:5][CH2:6][NH2:7])[CH2:4][CH2:3]1.C(N(C(C)C)CC)(C)C.[N:17]([C:20]1[CH:25]=[CH:24][C:23]([C:26]2[O:27][CH:28]=[CH:29][CH:30]=2)=[CH:22][CH:21]=1)=[C:18]=[O:19].[C:31](Cl)(=[O:36])[CH2:32][C:33](Cl)=[O:34]. Product: [CH:2]1([CH2:5][CH2:6][N:7]2[C:33](=[O:34])[CH2:32][C:31](=[O:36])[N:17]([C:20]3[CH:21]=[CH:22][C:23]([C:26]4[O:27][CH:28]=[CH:29][CH:30]=4)=[CH:24][CH:25]=3)[C:18]2=[O:19])[CH2:4][CH2:3]1. The catalyst class is: 22. (2) Reactant: [N+:1]1([O-:7])[CH:6]=[CH:5][CH:4]=[CH:3][CH:2]=1.N1C2[C:12](=[CH:9][CH:10]=[CH:11][CH:12]=2)[CH:11]=[CH:10][CH:9]=1.OO.[OH-].[Na+]. Product: [N+:1]1([O-:7])[C:6]2[C:5](=[CH:9][CH:10]=[CH:11][CH:12]=2)[CH:4]=[CH:3][CH:2]=1. The catalyst class is: 15. (3) Reactant: [C:1]([N:9]1[CH2:12][CH:11]([CH2:13][O:14][C:15]2[C:23]([CH:24]3[CH2:26][CH2:25]3)=[CH:22][C:18]([C:19](O)=[O:20])=[C:17]([F:27])[CH:16]=2)[CH2:10]1)(=[O:8])[C:2]1[CH:7]=[CH:6][CH:5]=[CH:4][CH:3]=1.CCN=C=NCCCN(C)C.[CH3:39][S:40]([NH2:43])(=[O:42])=[O:41]. Product: [C:1]([N:9]1[CH2:12][CH:11]([CH2:13][O:14][C:15]2[C:23]([CH:24]3[CH2:26][CH2:25]3)=[CH:22][C:18]([C:19]([NH:43][S:40]([CH3:39])(=[O:42])=[O:41])=[O:20])=[C:17]([F:27])[CH:16]=2)[CH2:10]1)(=[O:8])[C:2]1[CH:7]=[CH:6][CH:5]=[CH:4][CH:3]=1. The catalyst class is: 79. (4) Reactant: Cl[CH:2]([CH:19]1[CH2:24][CH2:23][CH2:22][CH2:21][CH2:20]1)[C:3]1[CH:4]=[C:5]([C:11]2[CH:12]=[CH:13][C:14]([O:17][CH3:18])=[N:15][CH:16]=2)[O:6][C:7]=1[CH2:8][O:9][CH3:10].[NH2:25][C:26]1[CH:31]=[CH:30][C:29]([C:32]([N:34]([CH3:42])[CH2:35][CH2:36][C:37]([O:39]CC)=[O:38])=[O:33])=[CH:28][CH:27]=1.C(=O)([O-])[O-].[Na+].[Na+].[I-].[Na+]. Product: [CH:19]1([CH:2]([NH:25][C:26]2[CH:27]=[CH:28][C:29]([C:32]([N:34]([CH3:42])[CH2:35][CH2:36][C:37]([OH:39])=[O:38])=[O:33])=[CH:30][CH:31]=2)[C:3]2[CH:4]=[C:5]([C:11]3[CH:16]=[N:15][C:14]([O:17][CH3:18])=[CH:13][CH:12]=3)[O:6][C:7]=2[CH2:8][O:9][CH3:10])[CH2:24][CH2:23][CH2:22][CH2:21][CH2:20]1. The catalyst class is: 395. (5) Reactant: [CH3:1][Si](C=[N+]=[N-])(C)C.[N+:8]([C:11]1[CH:12]=[C:13]([CH:36]=[CH:37][CH:38]=1)[CH2:14][C:15]1[C:16](=[O:35])[O:17][C:18]2[CH:28]=[C:27]([O:29][C:30](=[O:34])[N:31]([CH3:33])[CH3:32])[CH:26]=[CH:25][C:19]=2[C:20]=1[CH2:21][C:22]([OH:24])=[O:23])([O-:10])=[O:9].ClCCl.C(O)(=O)C. Product: [CH3:1][O:23][C:22](=[O:24])[CH2:21][C:20]1[C:19]2[CH:25]=[CH:26][C:27]([O:29][C:30](=[O:34])[N:31]([CH3:32])[CH3:33])=[CH:28][C:18]=2[O:17][C:16](=[O:35])[C:15]=1[CH2:14][C:13]1[CH:36]=[CH:37][CH:38]=[C:11]([N+:8]([O-:10])=[O:9])[CH:12]=1. The catalyst class is: 5. (6) Reactant: [NH:1]1[C:9]2[C:4](=[CH:5][CH:6]=[C:7]([C:10](O)=[O:11])[CH:8]=2)[CH:3]=[CH:2]1.[H-].[Al+3].[Li+].[H-].[H-].[H-]. Product: [NH:1]1[C:9]2[C:4](=[CH:5][CH:6]=[C:7]([CH2:10][OH:11])[CH:8]=2)[CH:3]=[CH:2]1. The catalyst class is: 7. (7) Reactant: ClC(Cl)(O[C:5](=[O:11])OC(Cl)(Cl)Cl)Cl.[F:13][C:14]([F:22])([F:21])[CH:15]([OH:20])[C:16]([F:19])([F:18])[F:17].C(N(CC)C(C)C)(C)C.[F:32][C:33]1[CH:38]=[C:37]([C:39]2[CH:44]=[CH:43][N:42]=[C:41]([CH3:45])[CH:40]=2)[CH:36]=[CH:35][C:34]=1[CH2:46][N:47]1[CH2:52][CH2:51][NH:50][CH2:49][CH2:48]1. Product: [F:13][C:14]([F:22])([F:21])[CH:15]([O:20][C:5]([N:50]1[CH2:51][CH2:52][N:47]([CH2:46][C:34]2[CH:35]=[CH:36][C:37]([C:39]3[CH:44]=[CH:43][N:42]=[C:41]([CH3:45])[CH:40]=3)=[CH:38][C:33]=2[F:32])[CH2:48][CH2:49]1)=[O:11])[C:16]([F:19])([F:18])[F:17]. The catalyst class is: 4. (8) Product: [CH3:9][C@@H:5]([C:6]([NH:28][C:25]1[CH:26]=[CH:27][N:23]([CH3:22])[N:24]=1)=[O:7])[CH2:4][C:3]([O:2][CH3:1])=[O:10]. The catalyst class is: 531. Reactant: [CH3:1][O:2][C:3](=[O:10])[CH2:4][C@@H:5]([CH3:9])[C:6](O)=[O:7].CN(C=O)C.C(Cl)(=O)C(Cl)=O.[CH3:22][N:23]1[CH:27]=[CH:26][C:25]([NH2:28])=[N:24]1. (9) Reactant: [NH2:1][C:2]1[CH:7]=[C:6]([F:8])[CH:5]=[CH:4][C:3]=1[NH:9][CH:10]1[CH2:15][CH2:14][N:13]([C:16]2([CH3:26])[CH2:20][CH2:19][N:18]([C:21]([O:23][CH2:24][CH3:25])=[O:22])[CH2:17]2)[CH2:12][CH2:11]1.NC1C=CC(F)=CC=1NC1CCN(C2(C)CCN([C:47]([O-])=[O:48])C2)CC1.C(N(CC)CC)C.ClC(OC(=O)OC(Cl)(Cl)Cl)(Cl)Cl. Product: [F:8][C:6]1[CH:5]=[CH:4][C:3]2[N:9]([CH:10]3[CH2:11][CH2:12][N:13]([C:16]4([CH3:26])[CH2:20][CH2:19][N:18]([C:21]([O:23][CH2:24][CH3:25])=[O:22])[CH2:17]4)[CH2:14][CH2:15]3)[C:47](=[O:48])[NH:1][C:2]=2[CH:7]=1. The catalyst class is: 4. (10) Reactant: [Na].[C:2]([C:5]1[S:6][CH:7]=[C:8]([C:10]([NH:12][C@H:13]([CH3:29])[CH2:14][N:15]2[CH:19]=[CH:18][C:17]([C:20]3[CH:25]=[CH:24][C:23]([C:26]#[N:27])=[C:22]([Cl:28])[CH:21]=3)=[N:16]2)=[O:11])[N:9]=1)(=[O:4])[CH3:3]. Product: [Cl:28][C:22]1[CH:21]=[C:20]([C:17]2[CH:18]=[CH:19][N:15]([CH2:14][C@H:13]([NH:12][C:10]([C:8]3[N:9]=[C:5]([CH:2]([OH:4])[CH3:3])[S:6][CH:7]=3)=[O:11])[CH3:29])[N:16]=2)[CH:25]=[CH:24][C:23]=1[C:26]#[N:27]. The catalyst class is: 8.